Dataset: Full USPTO retrosynthesis dataset with 1.9M reactions from patents (1976-2016). Task: Predict the reactants needed to synthesize the given product. (1) The reactants are: [NH2:1][C:2]1[CH:7]=[C:6]([N+:8]([O-:10])=[O:9])[CH:5]=[CH:4][C:3]=1[N:11]1[CH2:16][CH2:15][N:14]([C:17]([C:19]2[CH:24]=[CH:23][CH:22]=[CH:21][CH:20]=2)=[O:18])[CH2:13][CH2:12]1.[C:25](Cl)(=[O:27])[CH3:26].[OH-].[Na+]. Given the product [C:17]([N:14]1[CH2:13][CH2:12][N:11]([C:3]2[CH:4]=[CH:5][C:6]([N+:8]([O-:10])=[O:9])=[CH:7][C:2]=2[NH:1][C:25](=[O:27])[CH3:26])[CH2:16][CH2:15]1)(=[O:18])[C:19]1[CH:20]=[CH:21][CH:22]=[CH:23][CH:24]=1, predict the reactants needed to synthesize it. (2) Given the product [CH2:12]([O:14][C:15](=[O:21])[CH:16]([CH2:23][C:24]1[CH:36]=[CH:35][C:27]([C:28](=[O:29])[NH:30][CH:31]2[CH2:34][CH2:33][CH2:32]2)=[CH:26][C:25]=1[Cl:37])[C:17](=[O:20])[CH2:18][CH3:19])[CH3:13], predict the reactants needed to synthesize it. The reactants are: CC(C)([O-])C.[K+].C(O)(C)(C)C.[CH2:12]([O:14][C:15](=[O:21])[CH2:16][C:17](=[O:20])[CH2:18][CH3:19])[CH3:13].Br[CH2:23][C:24]1[CH:36]=[CH:35][C:27]([C:28]([NH:30][CH:31]2[CH2:34][CH2:33][CH2:32]2)=[O:29])=[CH:26][C:25]=1[Cl:37]. (3) Given the product [NH2:13][C:14]1[CH:23]=[CH:22][C:21]2[C:16](=[CH:17][CH:18]=[CH:19][C:20]=2[O:24][CH2:2][C:3]2[CH:12]=[CH:11][C:10]3[C:5](=[CH:6][CH:7]=[CH:8][CH:9]=3)[CH:4]=2)[CH:15]=1, predict the reactants needed to synthesize it. The reactants are: Br[CH2:2][C:3]1[CH:12]=[CH:11][C:10]2[C:5](=[CH:6][CH:7]=[CH:8][CH:9]=2)[CH:4]=1.[NH2:13][C:14]1[CH:23]=[CH:22][C:21]2[C:20]([OH:24])=[CH:19][CH:18]=[CH:17][C:16]=2[CH:15]=1.[H-].[Na+]. (4) Given the product [NH2:1][C:2]1[N:3]=[CH:4][C:5]([C:18]2[CH:25]=[CH:24][C:21]([CH2:22][NH:26][CH:27]3[CH2:32][CH2:31][N:30]([C:33]([O:35][C:36]([CH3:37])([CH3:38])[CH3:39])=[O:34])[C@@H:29]([C:40]([O:42][C:43]([CH3:46])([CH3:45])[CH3:44])=[O:41])[CH2:28]3)=[CH:20][CH:19]=2)=[N:6][C:7]=1[NH:8][CH2:9][C:10]1[C:11]([Cl:17])=[CH:12][CH:13]=[CH:14][C:15]=1[Cl:16], predict the reactants needed to synthesize it. The reactants are: [NH2:1][C:2]1[N:3]=[CH:4][C:5]([C:18]2[CH:25]=[CH:24][C:21]([CH:22]=O)=[CH:20][CH:19]=2)=[N:6][C:7]=1[NH:8][CH2:9][C:10]1[C:15]([Cl:16])=[CH:14][CH:13]=[CH:12][C:11]=1[Cl:17].[NH2:26][CH:27]1[CH2:32][CH2:31][N:30]([C:33]([O:35][C:36]([CH3:39])([CH3:38])[CH3:37])=[O:34])[C@@H:29]([C:40]([O:42][C:43]([CH3:46])([CH3:45])[CH3:44])=[O:41])[CH2:28]1.